From a dataset of Acute oral toxicity (LD50) regression data from Zhu et al.. Regression/Classification. Given a drug SMILES string, predict its toxicity properties. Task type varies by dataset: regression for continuous values (e.g., LD50, hERG inhibition percentage) or binary classification for toxic/non-toxic outcomes (e.g., AMES mutagenicity, cardiotoxicity, hepatotoxicity). Dataset: ld50_zhu. The compound is OCCOCCCl. The rat oral LD50 is 1.30, given as -log10 of the dose in mol/kg body weight (higher means more acutely toxic).